Dataset: Full USPTO retrosynthesis dataset with 1.9M reactions from patents (1976-2016). Task: Predict the reactants needed to synthesize the given product. (1) Given the product [Br:1][C:2]1[N:6]=[CH:5][N:4]([CH2:16][O:15][CH2:14][CH2:13][Si:10]([CH3:12])([CH3:11])[CH3:9])[CH:3]=1, predict the reactants needed to synthesize it. The reactants are: [Br:1][C:2]1[NH:6][CH:5]=[N:4][CH:3]=1.[H-].[Na+].[CH3:9][Si:10]([CH2:13][CH2:14][O:15][CH2:16]Cl)([CH3:12])[CH3:11]. (2) The reactants are: [F:1][C:2]1[CH:29]=[CH:28][C:5]([C:6]([N:8]([C:18]2[C:19]([C:24]([O:26][CH3:27])=[O:25])=[N:20][CH:21]=[CH:22][N:23]=2)C(=O)C2C=CC(F)=CC=2)=[O:7])=[CH:4][CH:3]=1.NN. Given the product [F:1][C:2]1[CH:3]=[CH:4][C:5]([C:6]([NH:8][C:18]2[C:19]([C:24]([O:26][CH3:27])=[O:25])=[N:20][CH:21]=[CH:22][N:23]=2)=[O:7])=[CH:28][CH:29]=1, predict the reactants needed to synthesize it. (3) The reactants are: C(OC(=O)[NH:10][C@@H:11]([CH:36]1[CH2:41][CH2:40][O:39][CH2:38][CH2:37]1)[C:12]([N:14]1[C@H:19]([C:20](=[O:32])[NH:21][C@H:22]2[C:30]3[C:25](=[CH:26][CH:27]=[CH:28][CH:29]=3)[CH2:24][C@@H:23]2[F:31])[CH2:18][N:17]2[CH2:33][CH2:34][CH2:35][C@@H:16]2[CH2:15]1)=[O:13])C1C=CC=CC=1.C(N(CC)C(C)C)(C)C.[C:52]([O:56][C:57]([N:59]([CH3:65])[C@H:60]([C:62](O)=[O:63])[CH3:61])=[O:58])([CH3:55])([CH3:54])[CH3:53].ON1C2C=CC=CC=2N=N1.Cl.C(N=C=NCCCN(C)C)C. Given the product [C:52]([O:56][C:57](=[O:58])[N:59]([C@@H:60]([CH3:61])[C:62]([NH:10][C@@H:11]([CH:36]1[CH2:37][CH2:38][O:39][CH2:40][CH2:41]1)[C:12]([N:14]1[C@H:19]([C:20](=[O:32])[NH:21][C@H:22]2[C:30]3[C:25](=[CH:26][CH:27]=[CH:28][CH:29]=3)[CH2:24][C@@H:23]2[F:31])[CH2:18][N:17]2[CH2:33][CH2:34][CH2:35][C@@H:16]2[CH2:15]1)=[O:13])=[O:63])[CH3:65])([CH3:55])([CH3:53])[CH3:54], predict the reactants needed to synthesize it.